Dataset: Reaction yield outcomes from USPTO patents with 853,638 reactions. Task: Predict the reaction yield, written as a fraction of the theoretical maximum amount of product (1.0 means a 100% yield; for example, 0.34 means a 34% yield). (1) The reactants are [O:1]1[CH2:6][C:5](=O)[NH:4][C:3]2[N:8]=[CH:9][CH:10]=[CH:11][C:2]1=2.[H-].[H-].[H-].[H-].[Li+].[Al+3]. The catalyst is C1COCC1. The product is [O:1]1[CH2:6][CH2:5][NH:4][C:3]2[N:8]=[CH:9][CH:10]=[CH:11][C:2]1=2. The yield is 0.790. (2) The reactants are [CH2:1]1[C@@H:5]2[C@@H:6]3[C:11](=[O:12])[O:10][C:8](=[O:9])[C@@H:7]3[C@H:2]1[CH:3]=[CH:4]2.C1(C)C=CC=CC=1.COC1C=CC2N=CC=C([C@@H](O)[C@H]3N4C[C@H](C=C)[C@@H](CC4)C3)C=2C=1.[CH3:44][OH:45]. The catalyst is C(Cl)(Cl)(Cl)Cl. The product is [CH3:44][O:45][C:11]([C@@H:6]1[C@@H:5]2[CH2:1][C@@H:2]([CH:3]=[CH:4]2)[C@@H:7]1[C:8]([OH:10])=[O:9])=[O:12]. The yield is 0.990.